This data is from Full USPTO retrosynthesis dataset with 1.9M reactions from patents (1976-2016). The task is: Predict the reactants needed to synthesize the given product. (1) Given the product [C:1]([CH:6]1[C:7]2([CH2:8][CH2:9][N:10]([C:13]3[CH:18]=[CH:17][C:16]([N:19]4[CH2:23][C@H:22]([CH2:24][NH:25][C:26](=[O:28])[CH3:27])[O:21][C:20]4=[O:29])=[CH:15][C:14]=3[F:30])[CH2:11][CH2:12]2)[CH2:32]1)([O:3][CH2:4][CH3:5])=[O:2], predict the reactants needed to synthesize it. The reactants are: [C:1]([CH:6]=[C:7]1[CH2:12][CH2:11][N:10]([C:13]2[CH:18]=[CH:17][C:16]([N:19]3[CH2:23][C@H:22]([CH2:24][NH:25][C:26](=[O:28])[CH3:27])[O:21][C:20]3=[O:29])=[CH:15][C:14]=2[F:30])[CH2:9][CH2:8]1)([O:3][CH2:4][CH3:5])=[O:2].[I-].[CH3:32][S+](C)(C)=O.CC(C)([O-])C.[K+]. (2) Given the product [O:4]1[C:8]2=[C:9]([N:13]3[CH2:18][CH2:17][N:16]([CH2:19][CH2:20][C@H:21]4[CH2:26][CH2:25][C@H:24]([NH:27][C:28](=[O:32])[CH:29]([CH3:31])[CH3:30])[CH2:23][CH2:22]4)[CH2:15][CH2:14]3)[N:10]=[CH:11][CH:12]=[C:7]2[CH2:6][CH2:5]1, predict the reactants needed to synthesize it. The reactants are: Cl.Cl.Cl.[O:4]1[C:8]2=[C:9]([N:13]3[CH2:18][CH2:17][N:16]([CH2:19][CH2:20][C@H:21]4[CH2:26][CH2:25][C@H:24]([NH2:27])[CH2:23][CH2:22]4)[CH2:15][CH2:14]3)[N:10]=[CH:11][CH:12]=[C:7]2[CH2:6][CH2:5]1.[C:28](O)(=[O:32])[CH:29]([CH3:31])[CH3:30]. (3) Given the product [C:11]([C:6]1[CH:7]=[C:8]([O:9][CH3:10])[C:3]([O:2][CH3:1])=[N:4][CH:5]=1)#[CH:12], predict the reactants needed to synthesize it. The reactants are: [CH3:1][O:2][C:3]1[C:8]([O:9][CH3:10])=[CH:7][C:6]([C:11]#[C:12][Si](C)(C)C)=[CH:5][N:4]=1.[OH-].[Na+]. (4) Given the product [S:30]1[CH:31]=[CH:32][CH:33]=[C:29]1[S:26]([NH:25][C:14]1[CH:15]=[C:16]([O:20][C:21]([F:22])([F:24])[F:23])[CH:17]=[C:18]2[C:13]=1[NH:12][C:11]([C:9]1[S:10][CH:6]([CH2:5][C:4]([OH:34])=[O:3])[CH2:7][N:8]=1)=[CH:19]2)(=[O:27])=[O:28], predict the reactants needed to synthesize it. The reactants are: C([O:3][C:4](=[O:34])[CH2:5][CH:6]1[S:10][C:9]([C:11]2[NH:12][C:13]3[C:18]([CH:19]=2)=[CH:17][C:16]([O:20][C:21]([F:24])([F:23])[F:22])=[CH:15][C:14]=3[NH:25][S:26]([C:29]2[S:30][CH:31]=[CH:32][CH:33]=2)(=[O:28])=[O:27])=[N:8][CH2:7]1)C.[OH-].[Na+].O1CCCC1.C(O)(=O)CC(CC(O)=O)(C(O)=O)O. (5) Given the product [CH2:24]([NH:2][C@@H:3]([CH2:6][C:7]1[CH:12]=[CH:11][C:10]([O:13][CH2:14][C:15]2[CH:16]=[CH:17][CH:18]=[CH:19][CH:20]=2)=[C:9]([N+:21]([O-:23])=[O:22])[CH:8]=1)[CH2:4][OH:5])[C:25]1[CH:30]=[CH:29][CH:28]=[CH:27][CH:26]=1, predict the reactants needed to synthesize it. The reactants are: Cl.[NH2:2][C@@H:3]([CH2:6][C:7]1[CH:12]=[CH:11][C:10]([O:13][CH2:14][C:15]2[CH:20]=[CH:19][CH:18]=[CH:17][CH:16]=2)=[C:9]([N+:21]([O-:23])=[O:22])[CH:8]=1)[CH2:4][OH:5].[CH:24](=O)[C:25]1[CH:30]=[CH:29][CH:28]=[CH:27][CH:26]=1.C(O[BH-](OC(=O)C)OC(=O)C)(=O)C.[Na+].C(=O)(O)[O-].[Na+]. (6) Given the product [CH:25]1([CH2:28][N:5]2[C@H:6]([C:19]3[CH:20]=[CH:21][CH:22]=[CH:23][CH:24]=3)[CH2:7][CH2:8][CH2:9][C@H:10]([NH:11][C:12](=[O:18])[O:13][C:14]([CH3:17])([CH3:16])[CH3:15])[C:4]2=[O:3])[CH2:27][CH2:26]1, predict the reactants needed to synthesize it. The reactants are: [H-].[Na+].[O:3]=[C:4]1[C@@H:10]([NH:11][C:12](=[O:18])[O:13][C:14]([CH3:17])([CH3:16])[CH3:15])[CH2:9][CH2:8][CH2:7][C@@H:6]([C:19]2[CH:24]=[CH:23][CH:22]=[CH:21][CH:20]=2)[NH:5]1.[CH:25]1([CH2:28]Br)[CH2:27][CH2:26]1. (7) Given the product [CH2:29]([N:9]1[C:10]2[N:11]=[C:12]([CH2:18][CH3:19])[N:13]([CH3:17])[C:14]=2[C:15](=[O:16])[N:7]([CH2:6][C:5]2[CH:21]=[CH:22][C:2]([Cl:1])=[CH:3][CH:4]=2)[C:8]1=[O:20])[C:30]1[CH:35]=[CH:34][CH:33]=[CH:32][CH:31]=1, predict the reactants needed to synthesize it. The reactants are: [Cl:1][C:2]1[CH:22]=[CH:21][C:5]([CH2:6][N:7]2[C:15](=[O:16])[C:14]3[N:13]([CH3:17])[C:12]([CH2:18][CH3:19])=[N:11][C:10]=3[NH:9][C:8]2=[O:20])=[CH:4][CH:3]=1.C([O-])([O-])=O.[Cs+].[Cs+].[CH2:29](Br)[C:30]1[CH:35]=[CH:34][CH:33]=[CH:32][CH:31]=1. (8) Given the product [CH3:8][C:7]1[C:2](=[O:1])[N:3]([C:14]2[CH:13]=[CH:12][C:11]([N+:17]([O-:19])=[O:18])=[C:10]([Cl:9])[CH:15]=2)[CH:4]=[CH:5][CH:6]=1, predict the reactants needed to synthesize it. The reactants are: [OH:1][C:2]1[C:7]([CH3:8])=[CH:6][CH:5]=[CH:4][N:3]=1.[Cl:9][C:10]1[CH:15]=[C:14](F)[CH:13]=[CH:12][C:11]=1[N+:17]([O-:19])=[O:18]. (9) Given the product [Br:1][C:2]1[CH:3]=[N:4][C:5]2[N:6]([N:8]=[C:9]([C:11]([N:17]3[CH2:18][CH2:19][C:20]4[S:24][CH:23]=[CH:22][C:21]=4[CH:16]3[C:15]([F:14])([F:26])[F:25])=[O:13])[CH:10]=2)[CH:7]=1, predict the reactants needed to synthesize it. The reactants are: [Br:1][C:2]1[CH:3]=[N:4][C:5]2[N:6]([N:8]=[C:9]([C:11]([OH:13])=O)[CH:10]=2)[CH:7]=1.[F:14][C:15]([F:26])([F:25])[CH:16]1[C:21]2[CH:22]=[CH:23][S:24][C:20]=2[CH2:19][CH2:18][NH:17]1. (10) Given the product [Br:1][C:2]1[C:3](=[O:9])[NH:4][C:5](=[O:8])[N:6]([CH2:10][C:11]2[CH:16]=[CH:15][CH:14]=[CH:13][CH:12]=2)[CH:7]=1, predict the reactants needed to synthesize it. The reactants are: [Br:1][C:2]1[C:3](=[O:9])[NH:4][C:5](=[O:8])[NH:6][CH:7]=1.[CH2:10](Br)[C:11]1[CH:16]=[CH:15][CH:14]=[CH:13][CH:12]=1.